This data is from Reaction yield outcomes from USPTO patents with 853,638 reactions. The task is: Predict the reaction yield, written as a fraction of the theoretical maximum amount of product (1.0 means a 100% yield; for example, 0.34 means a 34% yield). (1) The reactants are [CH3:1][C:2]([C:7]1[CH:11]=[C:10]([NH:12][C:13](=[O:26])[C:14]([CH3:25])([S:16]([CH:19]2[CH2:24][CH2:23][O:22][CH2:21][CH2:20]2)(=[O:18])=[O:17])[CH3:15])[O:9][N:8]=1)([CH3:6])[C:3](O)=[O:4].C(OC(OC(C)(C)C)=O)(OC(C)(C)C)=O.C(=O)(O)[O-].[NH4+].[N:47]1C=CC=CC=1. The catalyst is C(OCC)(=O)C.O1CCOCC1.CN(C=O)C. The product is [CH3:15][C:14]([S:16]([CH:19]1[CH2:24][CH2:23][O:22][CH2:21][CH2:20]1)(=[O:17])=[O:18])([CH3:25])[C:13]([NH:12][C:10]1[O:9][N:8]=[C:7]([C:2]([CH3:6])([CH3:1])[C:3]([NH2:47])=[O:4])[CH:11]=1)=[O:26]. The yield is 0.0900. (2) The reactants are C([O:4][CH2:5][C:6]1[C:7]([N:29]2[N:38]=[CH:37][C:36]3[C:31](=[C:32]([F:43])[CH:33]=[C:34]([C:39]([CH3:42])([CH3:41])[CH3:40])[CH:35]=3)[C:30]2=[O:44])=[N:8][CH:9]=[CH:10][C:11]=1[C:12]1[CH:17]=[C:16]([NH:18][C:19]2[CH:23]=[C:22]([CH2:24][CH3:25])[N:21]([CH3:26])[N:20]=2)[C:15](=[O:27])[N:14]([CH3:28])[CH:13]=1)(=O)C.[OH-].[Li+].O. The catalyst is C1COCC1.C(O)(C)C.O. The product is [C:39]([C:34]1[CH:35]=[C:36]2[C:31](=[C:32]([F:43])[CH:33]=1)[C:30](=[O:44])[N:29]([C:7]1[C:6]([CH2:5][OH:4])=[C:11]([C:12]3[CH:17]=[C:16]([NH:18][C:19]4[CH:23]=[C:22]([CH2:24][CH3:25])[N:21]([CH3:26])[N:20]=4)[C:15](=[O:27])[N:14]([CH3:28])[CH:13]=3)[CH:10]=[CH:9][N:8]=1)[N:38]=[CH:37]2)([CH3:40])([CH3:41])[CH3:42]. The yield is 0.350. (3) The yield is 0.870. The reactants are C1(C)C=CC(C([C@@](C(O)=O)(O)[C@@](C(C2C=CC(C)=CC=2)=O)(O)C(O)=O)=O)=CC=1.[NH2:29][C@H:30]1[C:36]2[CH:37]=[CH:38][CH:39]=[CH:40][C:35]=2[CH2:34][CH2:33][N:32]([CH3:41])[C:31]1=[O:42]. The catalyst is [OH-].[Na+]. The product is [NH2:29][C@H:30]1[C:36]2[CH:37]=[CH:38][CH:39]=[CH:40][C:35]=2[CH2:34][CH2:33][N:32]([CH3:41])[C:31]1=[O:42]. (4) The reactants are [CH2:1]([N:4]1[C:12]2[N:11]=[CH:10][NH:9][C:8]=2[C:7](=[O:13])[NH:6][C:5]1=[O:14])[CH2:2][CH3:3].[Cl:15]N1C(=O)CCC1=O. The catalyst is CN(C=O)C. The product is [Cl:15][C:10]1[NH:9][C:8]2[C:7](=[O:13])[NH:6][C:5](=[O:14])[N:4]([CH2:1][CH2:2][CH3:3])[C:12]=2[N:11]=1. The yield is 0.420. (5) The reactants are [CH2:1]([O:3][C:4]([C:6]1[C:10]([CH3:11])=[CH:9][NH:8][C:7]=1[CH2:12][C:13](=O)[NH:14][CH2:15][C@H:16]([OH:24])[CH2:17][N:18]1[CH2:23][CH2:22][O:21][CH2:20][CH2:19]1)=[O:5])[CH3:2]. The catalyst is O1CCCC1. The product is [CH2:1]([O:3][C:4]([C:6]1[C:10]([CH3:11])=[CH:9][NH:8][C:7]=1[CH2:12][CH2:13][NH:14][CH2:15][C@H:16]([OH:24])[CH2:17][N:18]1[CH2:23][CH2:22][O:21][CH2:20][CH2:19]1)=[O:5])[CH3:2]. The yield is 0.960. (6) The reactants are [Cl:1][C:2]1[CH:31]=[C:30]([Cl:32])[CH:29]=[CH:28][C:3]=1[O:4][C:5]1[CH:10]=[CH:9][CH:8]=[CH:7][C:6]=1[NH:11][S:12]([C:15]1[CH:27]=[CH:26][C:18]([C:19]([NH:21][CH2:22][C:23](O)=[O:24])=[O:20])=[CH:17][CH:16]=1)(=[O:14])=[O:13].[NH2:33][CH2:34][CH2:35][N:36](C)[C:37](=O)O.CN(C(ON1N=NC2C=CC=CC1=2)=[N+](C)C)C.F[P-](F)(F)(F)(F)F.C(N(CC)CC)C. The catalyst is ClCCl.CN(C)C=O. The product is [ClH:1].[Cl:1][C:2]1[CH:31]=[C:30]([Cl:32])[CH:29]=[CH:28][C:3]=1[O:4][C:5]1[CH:10]=[CH:9][CH:8]=[CH:7][C:6]=1[NH:11][S:12]([C:15]1[CH:16]=[CH:17][C:18]([C:19]([NH:21][CH2:22][C:23](=[O:24])[NH:33][CH2:34][CH2:35][NH:36][CH3:37])=[O:20])=[CH:26][CH:27]=1)(=[O:14])=[O:13]. The yield is 0.620. (7) The reactants are [NH2:1][C:2]1[CH:10]=[C:9]2[C:5]([CH2:6][O:7][C:8]2=[C:11]2[C:19]3[C:14](=[CH:15][CH:16]=[CH:17][CH:18]=3)[NH:13][C:12]2=[O:20])=[CH:4][CH:3]=1.[CH:21](=O)[CH3:22].C(O[BH-](OC(=O)C)OC(=O)C)(=O)C.[Na+]. The product is [CH2:21]([NH:1][C:2]1[CH:10]=[C:9]2[C:5]([CH2:6][O:7][C:8]2=[C:11]2[C:19]3[C:14](=[CH:15][CH:16]=[CH:17][CH:18]=3)[NH:13][C:12]2=[O:20])=[CH:4][CH:3]=1)[CH3:22]. No catalyst specified. The yield is 0.390.